Task: Predict the product of the given reaction.. Dataset: Forward reaction prediction with 1.9M reactions from USPTO patents (1976-2016) (1) Given the reactants [OH:1][C:2]1[CH:3]=[C:4]([C:8]2[N:9]=[C:10]([N:22]3[CH2:27][CH2:26][O:25][CH2:24][CH2:23]3)[C:11]3[N:16]=[N:15][N:14]([CH2:17][CH2:18][CH2:19][CH:20]=O)[C:12]=3[N:13]=2)[CH:5]=[CH:6][CH:7]=1.[CH2:28]([N:35]1[CH2:40][CH2:39][NH:38][CH2:37][CH2:36]1)[C:29]1[CH:34]=[CH:33][CH:32]=[CH:31][CH:30]=1.[BH3-]C#N.[Na+], predict the reaction product. The product is: [CH2:28]([N:35]1[CH2:40][CH2:39][N:38]([CH2:20][CH2:19][CH2:18][CH2:17][N:14]2[C:12]3[N:13]=[C:8]([C:4]4[CH:3]=[C:2]([OH:1])[CH:7]=[CH:6][CH:5]=4)[N:9]=[C:10]([N:22]4[CH2:23][CH2:24][O:25][CH2:26][CH2:27]4)[C:11]=3[N:16]=[N:15]2)[CH2:37][CH2:36]1)[C:29]1[CH:30]=[CH:31][CH:32]=[CH:33][CH:34]=1. (2) Given the reactants [CH:1]([N:4]1[C:9]2[N:10]=[C:11](S(C)=O)[N:12]=[CH:13][C:8]=2[CH:7]=[CH:6][C:5]1=[O:17])([CH3:3])[CH3:2].[CH3:18][N:19]1[CH2:24][CH2:23][N:22]([C:25]2[CH:31]=[CH:30][C:28]([NH2:29])=[CH:27][CH:26]=2)[CH2:21][CH2:20]1.[O-2].[Al+3].[O-2].[O-2].[Al+3], predict the reaction product. The product is: [CH:1]([N:4]1[C:9]2[N:10]=[C:11]([NH:29][C:28]3[CH:27]=[CH:26][C:25]([N:22]4[CH2:21][CH2:20][N:19]([CH3:18])[CH2:24][CH2:23]4)=[CH:31][CH:30]=3)[N:12]=[CH:13][C:8]=2[CH:7]=[CH:6][C:5]1=[O:17])([CH3:3])[CH3:2]. (3) Given the reactants FC1C=CC=C(F)C=1CNC1C(C2C=CC=CN=2)=CN=C([N:18]2[CH2:23][CH2:22][CH:21]([N:24]3[CH2:29][CH2:28][CH2:27][CH2:26][CH2:25]3)[CH2:20][CH2:19]2)N=1.ClC1N=C(NCC2C(F)=CC=CC=2F)C(C2C=CC=CN=2)=CN=1, predict the reaction product. The product is: [N:24]1([CH:21]2[CH2:22][CH2:23][NH:18][CH2:19][CH2:20]2)[CH2:29][CH2:28][CH2:27][CH2:26][CH2:25]1. (4) Given the reactants [Cl:1][C:2]1[CH:7]=[CH:6][C:5]([S:8]([NH:11][C@H:12]([C@@H:15]([OH:17])[CH3:16])[CH2:13][OH:14])(=[O:10])=[O:9])=[CH:4][CH:3]=1.Br[CH2:19][C:20]1[CH:25]=[CH:24][C:23]([O:26][CH:27]([F:29])[F:28])=[CH:22][C:21]=1[F:30], predict the reaction product. The product is: [Cl:1][C:2]1[CH:3]=[CH:4][C:5]([S:8]([N:11]([CH2:19][C:20]2[CH:25]=[CH:24][C:23]([O:26][CH:27]([F:28])[F:29])=[CH:22][C:21]=2[F:30])[C@H:12]([C@@H:15]([OH:17])[CH3:16])[CH2:13][OH:14])(=[O:10])=[O:9])=[CH:6][CH:7]=1. (5) Given the reactants [Li+].CC([N-]C(C)C)C.C1CCCCC1.[C:15]([O:18][C:19]([CH3:22])([CH3:21])[CH3:20])(=[O:17])[CH3:16].I[CH2:24][CH2:25][CH2:26][Si:27]([O:32][CH3:33])([O:30][CH3:31])[O:28][CH3:29], predict the reaction product. The product is: [CH3:29][O:28][Si:27]([O:32][CH3:33])([O:30][CH3:31])[CH2:26][CH2:25][CH2:24][CH2:16][C:15]([O:18][C:19]([CH3:22])([CH3:21])[CH3:20])=[O:17]. (6) Given the reactants [Li+].[OH-:2].[O:3]=[C:4]1[N:10]([CH:11]2[CH2:16][CH2:15][N:14]([C:17]([O:19][C@@H:20](OC)[C:21](=C=O)[C:22]3[CH:27]=[C:26]([CH3:28])[C:25]([O:29][CH2:30][C:31]4[CH:36]=[CH:35][CH:34]=[CH:33][CH:32]=4)=[C:24]([CH2:37][CH3:38])[CH:23]=3)=[O:18])[CH2:13][CH2:12]2)[CH2:9][CH2:8][C:7]2[CH:43]=[CH:44][CH:45]=[CH:46][C:6]=2[NH:5]1.C1[CH2:51][O:50]CC1, predict the reaction product. The product is: [O:3]=[C:4]1[N:10]([CH:11]2[CH2:16][CH2:15][N:14]([C:17]([O:19][C@@H:20]([C:51]([OH:50])=[O:2])[CH2:21][C:22]3[CH:27]=[C:26]([CH3:28])[C:25]([O:29][CH2:30][C:31]4[CH:32]=[CH:33][CH:34]=[CH:35][CH:36]=4)=[C:24]([CH2:37][CH3:38])[CH:23]=3)=[O:18])[CH2:13][CH2:12]2)[CH2:9][CH2:8][C:7]2[CH:43]=[CH:44][CH:45]=[CH:46][C:6]=2[NH:5]1. (7) Given the reactants Br[C:2]1[CH:3]=[C:4]([N:9]2[C:13]3=[N:14][CH:15]=[CH:16][CH:17]=[C:12]3[C:11]([C:18]([O:20][CH3:21])=[O:19])=[N:10]2)[CH:5]=[C:6]([CH3:8])[CH:7]=1.[C:22]([C@:24]1([OH:31])[CH2:28][CH2:27][N:26]([CH3:29])[C:25]1=[O:30])#[CH:23], predict the reaction product. The product is: [OH:31][C@@:24]1([C:22]#[C:23][C:2]2[CH:3]=[C:4]([N:9]3[C:13]4=[N:14][CH:15]=[CH:16][CH:17]=[C:12]4[C:11]([C:18]([O:20][CH3:21])=[O:19])=[N:10]3)[CH:5]=[C:6]([CH3:8])[CH:7]=2)[CH2:28][CH2:27][N:26]([CH3:29])[C:25]1=[O:30]. (8) Given the reactants [NH2:1][C:2]1[C:10]2[N:9]=[C:8]([C:11]([N:13]3[CH2:18][CH2:17][N:16]([CH3:19])[CH2:15][CH2:14]3)=[O:12])[NH:7][C:6]=2[CH:5]=[CH:4][CH:3]=1.[CH3:20][C:21]([CH3:23])=O.[BH-](OC(C)=O)(OC(C)=O)OC(C)=O.[Na+], predict the reaction product. The product is: [CH:21]([NH:1][C:2]1[C:10]2[N:9]=[C:8]([C:11]([N:13]3[CH2:14][CH2:15][N:16]([CH3:19])[CH2:17][CH2:18]3)=[O:12])[NH:7][C:6]=2[CH:5]=[CH:4][CH:3]=1)([CH3:23])[CH3:20]. (9) Given the reactants [Cl:1][C:2]1[CH:3]=[C:4]([NH2:10])[C:5]([NH2:9])=[CH:6][C:7]=1I.[Cl:11][C:12]1[C:17]([Cl:18])=[CH:16][CH:15]=[CH:14][C:13]=1B(O)O.C(=O)([O-])[O-].[Na+].[Na+], predict the reaction product. The product is: [Cl:1][C:2]1[CH:3]=[C:4]([NH2:10])[C:5]([NH2:9])=[CH:6][C:7]=1[C:16]1[CH:15]=[CH:14][CH:13]=[C:12]([Cl:11])[C:17]=1[Cl:18].